From a dataset of Reaction yield outcomes from USPTO patents with 853,638 reactions. Predict the reaction yield, written as a fraction of the theoretical maximum amount of product (1.0 means a 100% yield; for example, 0.34 means a 34% yield). The reactants are [H-].[Na+].Cl[C:4]1[CH:9]=[C:8]([Cl:10])[N:7]=[C:6]([C:11]2[S:12][CH:13]=[C:14]([C:16]([F:19])([F:18])[F:17])[N:15]=2)[N:5]=1.[CH3:20][O:21][C:22]1[CH:29]=[CH:28][C:25]([CH2:26][OH:27])=[CH:24][CH:23]=1.C([O-])(O)=O.[Na+]. No catalyst specified. The product is [Cl:10][C:8]1[CH:9]=[C:4]([O:27][CH2:26][C:25]2[CH:28]=[CH:29][C:22]([O:21][CH3:20])=[CH:23][CH:24]=2)[N:5]=[C:6]([C:11]2[S:12][CH:13]=[C:14]([C:16]([F:19])([F:18])[F:17])[N:15]=2)[N:7]=1. The yield is 0.890.